This data is from Peptide-MHC class I binding affinity with 185,985 pairs from IEDB/IMGT. The task is: Regression. Given a peptide amino acid sequence and an MHC pseudo amino acid sequence, predict their binding affinity value. This is MHC class I binding data. (1) The peptide sequence is STMSLVMAWR. The MHC is HLA-A31:01 with pseudo-sequence HLA-A31:01. The binding affinity (normalized) is 0.944. (2) The peptide sequence is MPRLSRNAA. The binding affinity (normalized) is 0.0847. The MHC is HLA-B15:09 with pseudo-sequence HLA-B15:09. (3) The peptide sequence is AKATGRYNL. The MHC is HLA-B35:01 with pseudo-sequence HLA-B35:01. The binding affinity (normalized) is 0.0847. (4) The peptide sequence is APRGFRAAF. The MHC is HLA-B15:09 with pseudo-sequence HLA-B15:09. The binding affinity (normalized) is 0.0847. (5) The peptide sequence is FARERRLAL. The MHC is HLA-B40:01 with pseudo-sequence HLA-B40:01. The binding affinity (normalized) is 0.213. (6) The peptide sequence is LEFFMMVLL. The MHC is HLA-B40:01 with pseudo-sequence HLA-B40:01. The binding affinity (normalized) is 0.762.